From a dataset of Forward reaction prediction with 1.9M reactions from USPTO patents (1976-2016). Predict the product of the given reaction. (1) Given the reactants [S:1]1[C:5]2[CH:6]=[CH:7][C:8](B3OC(C)(C)C(C)(C)O3)=[CH:9][C:4]=2[CH:3]=[CH:2]1.Br[C:20]1[S:24][C:23]([C@@:25]2([CH2:33][C:34]([O:36][CH2:37][CH2:38][Si:39]([CH3:42])([CH3:41])[CH3:40])=[O:35])[CH2:30][CH2:29][CH2:28][CH2:27][S:26]2(=[O:32])=[O:31])=[CH:22][CH:21]=1.C(=O)([O-])[O-].[Na+].[Na+], predict the reaction product. The product is: [S:1]1[C:5]2[CH:6]=[CH:7][C:8]([C:20]3[S:24][C:23]([C@@:25]4([CH2:33][C:34]([O:36][CH2:37][CH2:38][Si:39]([CH3:40])([CH3:42])[CH3:41])=[O:35])[CH2:30][CH2:29][CH2:28][CH2:27][S:26]4(=[O:31])=[O:32])=[CH:22][CH:21]=3)=[CH:9][C:4]=2[CH:3]=[CH:2]1. (2) Given the reactants [CH3:1][C:2]1([CH3:16])[C:6]([CH3:8])([CH3:7])[O:5][B:4]([C:9]2[CH:14]=[CH:13][C:12]([NH2:15])=[CH:11][CH:10]=2)[O:3]1.C(N(CC)CC)C.[CH3:24][O:25][CH2:26][C:27](Cl)=[O:28], predict the reaction product. The product is: [CH3:24][O:25][CH2:26][C:27]([NH:15][C:12]1[CH:13]=[CH:14][C:9]([B:4]2[O:3][C:2]([CH3:16])([CH3:1])[C:6]([CH3:7])([CH3:8])[O:5]2)=[CH:10][CH:11]=1)=[O:28]. (3) The product is: [CH2:1]([O:3][C:4]([C:6]([CH3:7])([O:8][C:9]1[CH:10]=[CH:11][C:12]([CH2:15][CH2:16][CH2:17][C:18]([NH:43][N:42]([CH2:44][C:45]2[CH:50]=[CH:49][C:48]([CH3:51])=[C:47]([CH3:52])[CH:46]=2)[C:40]([NH:39][CH3:38])=[O:41])=[O:20])=[CH:13][CH:14]=1)[CH3:21])=[O:5])[CH3:2]. Given the reactants [CH2:1]([O:3][C:4]([C:6]([CH3:21])([O:8][C:9]1[CH:14]=[CH:13][C:12]([CH2:15][CH2:16][CH2:17][C:18]([OH:20])=O)=[CH:11][CH:10]=1)[CH3:7])=[O:5])[CH3:2].C(Cl)(=O)C(Cl)=O.CN(C)C=O.CS(O)(=O)=O.[CH3:38][NH:39][C:40]([N:42]([CH2:44][C:45]1[CH:50]=[CH:49][C:48]([CH3:51])=[C:47]([CH3:52])[CH:46]=1)[NH2:43])=[O:41].N1C=CC=CC=1, predict the reaction product. (4) Given the reactants [ClH:1].[NH:2]([C:4](=[O:23])[CH2:5][NH:6][C:7](=[O:22])[C:8]1[CH:13]=[CH:12][C:11]([N:14]2[CH:18]=[C:17]([CH3:19])[N:16]=[CH:15]2)=[C:10]([O:20][CH3:21])[CH:9]=1)[NH2:3].CO[C:26]1[CH:27]=[C:28]([CH:44]=[CH:45][C:46]=1N1C=C(C)N=C1)[C:29](NCC(NNC(OC(C)(C)C)=O)=O)=O.Cl, predict the reaction product. The product is: [Cl:1][C:26]1[CH:27]=[C:28]([C:29]2[O:23][C:4]([CH2:5][NH:6][C:7](=[O:22])[C:8]3[CH:13]=[CH:12][C:11]([N:14]4[CH:18]=[C:17]([CH3:19])[N:16]=[CH:15]4)=[C:10]([O:20][CH3:21])[CH:9]=3)=[N:2][N:3]=2)[CH:44]=[CH:45][CH:46]=1. (5) Given the reactants Cl.[NH2:2][C@H:3]([C:8]([O:10][CH:11]1[CH2:15][CH2:14][CH2:13][CH2:12]1)=[O:9])[CH2:4][CH:5]([CH3:7])[CH3:6].[C:16]([O:20][C:21]([NH:23][C:24]1[CH:29]=[CH:28][C:27]([CH2:30][CH2:31][CH2:32][C:33](O)=[O:34])=[CH:26][CH:25]=1)=[O:22])([CH3:19])([CH3:18])[CH3:17].CCN(C(C)C)C(C)C.C1CN([P+](Br)(N2CCCC2)N2CCCC2)CC1.F[P-](F)(F)(F)(F)F, predict the reaction product. The product is: [C:16]([O:20][C:21]([NH:23][C:24]1[CH:25]=[CH:26][C:27]([CH2:30][CH2:31][CH2:32][C:33]([NH:2][C@H:3]([C:8]([O:10][CH:11]2[CH2:12][CH2:13][CH2:14][CH2:15]2)=[O:9])[CH2:4][CH:5]([CH3:7])[CH3:6])=[O:34])=[CH:28][CH:29]=1)=[O:22])([CH3:19])([CH3:18])[CH3:17]. (6) Given the reactants [H-].[Na+].[CH3:3][N:4]1[C:8]([CH:9]=O)=[CH:7][CH:6]=[N:5]1.S([O-])(O)(=O)=[O:12].[K+].[O:17]1[CH2:21][CH2:20][CH2:19][CH2:18]1, predict the reaction product. The product is: [CH3:3][N:4]1[C:8](/[CH:9]=[CH:19]/[C:18]([O:17][CH2:21][CH3:20])=[O:12])=[CH:7][CH:6]=[N:5]1. (7) Given the reactants [NH2:1][C@@H:2]([CH2:19][C:20]1[CH:25]=[CH:24][C:23]([F:26])=[CH:22][CH:21]=1)[C:3]([NH:5][C:6]1[S:10][C:9]([C:11]2[CH:16]=[CH:15][N:14]=[C:13]([CH3:17])[CH:12]=2)=[N:8][C:7]=1[CH3:18])=[O:4].[S:27]1[CH:31]=[C:30]([CH:32]=O)[N:29]=[CH:28]1.C(Cl)Cl.CN(C)C=O.ClCCCl, predict the reaction product. The product is: [F:26][C:23]1[CH:22]=[CH:21][C:20]([CH2:19][C@H:2]([NH:1][CH2:32][C:30]2[N:29]=[CH:28][S:27][CH:31]=2)[C:3]([NH:5][C:6]2[S:10][C:9]([C:11]3[CH:16]=[CH:15][N:14]=[C:13]([CH3:17])[CH:12]=3)=[N:8][C:7]=2[CH3:18])=[O:4])=[CH:25][CH:24]=1. (8) Given the reactants [N:1]1([CH2:7][CH2:8][CH2:9][O:10][C:11]2[CH:16]=[CH:15][C:14]([N:17]3[CH2:22][CH2:21][NH:20][CH2:19][CH2:18]3)=[CH:13][CH:12]=2)[CH2:6][CH2:5][CH2:4][CH2:3][CH2:2]1.[C:23](Cl)(Cl)=[O:24].C(N(CC)CC)C.[N:34]1([C:40]([O:42][C:43]([CH3:46])([CH3:45])[CH3:44])=[O:41])[CH2:39][CH2:38][NH:37][CH2:36][CH2:35]1, predict the reaction product. The product is: [N:1]1([CH2:7][CH2:8][CH2:9][O:10][C:11]2[CH:16]=[CH:15][C:14]([N:17]3[CH2:18][CH2:19][N:20]([C:23]([N:37]4[CH2:38][CH2:39][N:34]([C:40]([O:42][C:43]([CH3:46])([CH3:45])[CH3:44])=[O:41])[CH2:35][CH2:36]4)=[O:24])[CH2:21][CH2:22]3)=[CH:13][CH:12]=2)[CH2:6][CH2:5][CH2:4][CH2:3][CH2:2]1. (9) The product is: [F:32][C:33]1[CH:34]=[CH:35][C:36]([CH2:37][N:38]2[CH:43]=[C:42]([C:44](=[O:52])[CH:45]=[C:46]([OH:51])[C:47]([OH:49])=[O:48])[C:41](=[O:53])[N:40]([CH2:54][C:55]3[CH:56]=[CH:57][C:58]([F:61])=[CH:59][CH:60]=3)[C:39]2=[O:62])=[CH:63][CH:64]=1. Given the reactants C(N1C=C(C(=O)C=C(O)C(OC)=O)C(=O)N(CC2C=CC=CC=2)C1=O)C1C=CC=CC=1.[F:32][C:33]1[CH:64]=[CH:63][C:36]([CH2:37][N:38]2[CH:43]=[C:42]([C:44](=[O:52])[CH:45]=[C:46]([OH:51])[C:47]([O:49]C)=[O:48])[C:41](=[O:53])[N:40]([CH2:54][C:55]3[CH:60]=[CH:59][C:58]([F:61])=[CH:57][CH:56]=3)[C:39]2=[O:62])=[CH:35][CH:34]=1, predict the reaction product.